This data is from Reaction yield outcomes from USPTO patents with 853,638 reactions. The task is: Predict the reaction yield, written as a fraction of the theoretical maximum amount of product (1.0 means a 100% yield; for example, 0.34 means a 34% yield). (1) The product is [Cl:21][C:22]1[CH:30]=[CH:29][C:25]([C:26]([NH:1][C:2]2[CH:10]=[CH:9][CH:8]=[C:7]3[C:3]=2[C:4](=[O:20])[N:5]([CH:12]2[CH2:17][CH2:16][C:15](=[O:18])[NH:14][C:13]2=[O:19])[C:6]3=[O:11])=[O:27])=[CH:24][CH:23]=1. The catalyst is C1COCC1. The reactants are [NH2:1][C:2]1[CH:10]=[CH:9][CH:8]=[C:7]2[C:3]=1[C:4](=[O:20])[N:5]([CH:12]1[CH2:17][CH2:16][C:15](=[O:18])[NH:14][C:13]1=[O:19])[C:6]2=[O:11].[Cl:21][C:22]1[CH:30]=[CH:29][C:25]([C:26](Cl)=[O:27])=[CH:24][CH:23]=1.CO. The yield is 0.810. (2) The reactants are [F:1][C:2]1[CH:7]=[CH:6][C:5]([I:8])=[CH:4][C:3]=1[N:9]1[CH:14]=[C:13]([O:15][CH3:16])[C:12](=[O:17])[C:11]([C:18]([O:20]C)=[O:19])=[N:10]1.[OH-].[Na+].Cl. The catalyst is CO. The product is [F:1][C:2]1[CH:7]=[CH:6][C:5]([I:8])=[CH:4][C:3]=1[N:9]1[CH:14]=[C:13]([O:15][CH3:16])[C:12](=[O:17])[C:11]([C:18]([OH:20])=[O:19])=[N:10]1. The yield is 0.910. (3) The reactants are C(OC([N:6]1[C:10]([NH:11][C:12](=[O:23])[C:13]2[CH:18]=[CH:17][C:16]([C:19]([O:21]C)=[O:20])=[CH:15][CH:14]=2)=[C:9]2[CH2:24][N:25]([C:29](=[O:39])[NH:30][C:31]3[C:36]([Cl:37])=[CH:35][CH:34]=[CH:33][C:32]=3[Cl:38])[C:26]([CH3:28])([CH3:27])[C:8]2=[N:7]1)=O)C.[OH-].[Na+].O. The catalyst is CO. The product is [Cl:38][C:32]1[CH:33]=[CH:34][CH:35]=[C:36]([Cl:37])[C:31]=1[NH:30][C:29]([N:25]1[CH2:24][C:9]2[C:8](=[N:7][NH:6][C:10]=2[NH:11][C:12](=[O:23])[C:13]2[CH:14]=[CH:15][C:16]([C:19]([OH:21])=[O:20])=[CH:17][CH:18]=2)[C:26]1([CH3:28])[CH3:27])=[O:39]. The yield is 0.910.